This data is from Peptide-MHC class II binding affinity with 134,281 pairs from IEDB. The task is: Regression. Given a peptide amino acid sequence and an MHC pseudo amino acid sequence, predict their binding affinity value. This is MHC class II binding data. (1) The MHC is DRB1_1101 with pseudo-sequence DRB1_1101. The binding affinity (normalized) is 0. The peptide sequence is HVVIEAYTAAVELMP. (2) The peptide sequence is VKIEYSGTNNKTMAV. The MHC is HLA-DQA10301-DQB10302 with pseudo-sequence HLA-DQA10301-DQB10302. The binding affinity (normalized) is 0.0386.